From a dataset of Reaction yield outcomes from USPTO patents with 853,638 reactions. Predict the reaction yield, written as a fraction of the theoretical maximum amount of product (1.0 means a 100% yield; for example, 0.34 means a 34% yield). (1) The reactants are [NH2:1][C:2]1[C:3]([C:18](O)=O)=[N:4][C:5]([C:8]2[CH:13]=[CH:12][C:11]([S:14]([CH3:17])(=[O:16])=[O:15])=[CH:10][CH:9]=2)=[CH:6][N:7]=1.C(OP(C#N)(OCC)=O)C.C(N(CC)CC)C.[NH2:38][C:39]1[C:44]([NH2:45])=[CH:43][CH:42]=[CH:41][C:40]=1[OH:46]. The catalyst is COCCOC.CCOC(C)=O. The product is [NH2:1][C:2]1[C:3]([C:18]2[NH:38][C:39]3[C:40]([OH:46])=[CH:41][CH:42]=[CH:43][C:44]=3[N:45]=2)=[N:4][C:5]([C:8]2[CH:9]=[CH:10][C:11]([S:14]([CH3:17])(=[O:15])=[O:16])=[CH:12][CH:13]=2)=[CH:6][N:7]=1. The yield is 0.740. (2) The product is [Br:1][C:2]1[CH:7]=[CH:6][C:5]([C:8]2[NH:12][C:11]([C@@H:13]3[CH2:17][C@H:16]([F:39])[CH2:15][N:14]3[C:19]([O:21][CH2:22][C:23]3[CH:28]=[CH:27][CH:26]=[CH:25][CH:24]=3)=[O:20])=[N:10][CH:9]=2)=[CH:4][CH:3]=1. The reactants are [Br:1][C:2]1[CH:7]=[CH:6][C:5]([C:8]2[NH:12][C:11]([C@@H:13]3[CH2:17][C@@H:16](O)[CH2:15][N:14]3[C:19]([O:21][CH2:22][C:23]3[CH:28]=[CH:27][CH:26]=[CH:25][CH:24]=3)=[O:20])=[N:10][CH:9]=2)=[CH:4][CH:3]=1.COCCN(S(F)(F)[F:39])CCOC.C(=O)(O)[O-].[Na+]. The yield is 0.620. The catalyst is C(Cl)Cl. (3) The reactants are [NH2:1][C:2]1[CH:3]=[C:4]2[C:8](=[CH:9][CH:10]=1)[NH:7][C:6]([C:11]([NH:13][C@H:14]1[C:22]3[C:17](=[CH:18][CH:19]=[C:20]([C:23]#[N:24])[CH:21]=3)[CH2:16][C:15]1([CH3:26])[CH3:25])=[O:12])=[CH:5]2.[CH3:27][O:28][CH2:29][CH:30]=O. The catalyst is C1COCC1.C(Cl)Cl. The product is [C:23]([C:20]1[CH:21]=[C:22]2[C:17]([CH2:16][C:15]([CH3:26])([CH3:25])[C@H:14]2[NH:13][C:11]([C:6]2[NH:7][C:8]3[C:4]([CH:5]=2)=[CH:3][C:2]([NH:1][CH2:30][CH2:29][O:28][CH3:27])=[CH:10][CH:9]=3)=[O:12])=[CH:18][CH:19]=1)#[N:24]. The yield is 0.350. (4) The catalyst is CN1C(=O)CCC1. The yield is 0.0800. The reactants are [C:1]([O:8][CH3:9])(=[O:7])/[CH:2]=[CH:3]/[C:4]([OH:6])=[O:5].[CH3:10][O:11][CH2:12][CH2:13][NH:14][C:15](=[O:18])[CH2:16]Cl. The product is [C:4]([O:6][CH2:16][C:15](=[O:18])[NH:14][CH2:13][CH2:12][O:11][CH3:10])(=[O:5])/[CH:3]=[CH:2]/[C:1]([O:8][CH3:9])=[O:7]. (5) The yield is 0.250. The catalyst is CN(C=O)C. The product is [F:1][C:2]1[CH:34]=[CH:33][C:5]([CH2:6][NH:7][C:8]([C:10]2[N:11]=[C:12]3[N:17]([C:18](=[O:21])[C:19]=2[OH:20])[CH2:16][CH2:15][O:14][C:13]23[CH2:26][CH2:25][N:24]([C:27](=[O:32])[C:28]([OH:30])=[O:29])[CH2:23][CH2:22]2)=[O:9])=[CH:4][CH:3]=1. The reactants are [F:1][C:2]1[CH:34]=[CH:33][C:5]([CH2:6][NH:7][C:8]([C:10]2[N:11]=[C:12]3[N:17]([C:18](=[O:21])[C:19]=2[OH:20])[CH2:16][CH2:15][O:14][C:13]23[CH2:26][CH2:25][N:24]([C:27](=[O:32])[C:28]([O:30]C)=[O:29])[CH2:23][CH2:22]2)=[O:9])=[CH:4][CH:3]=1.N(C)C.CO. (6) The reactants are [Na].[C:2]([O:6]CC)(=O)[CH:3]=[CH2:4].[NH2:9][C:10]1[CH:14]=[CH:13][NH:12][N:11]=1.CC[OH:17]. No catalyst specified. The product is [N:12]1[N:11]2[C:4]([OH:17])=[CH:3][C:2]([OH:6])=[N:9][C:10]2=[CH:14][CH:13]=1. The yield is 0.620. (7) The reactants are [Cl:1][C:2]1[C:11]([NH:12][S:13]([CH2:16][CH2:17][CH3:18])(=[O:15])=[O:14])=[CH:10][CH:9]=[C:8]([F:19])[C:3]=1[C:4]([O:6]C)=[O:5].[OH-].[K+]. The catalyst is O1CCCC1.O. The product is [Cl:1][C:2]1[C:11]([NH:12][S:13]([CH2:16][CH2:17][CH3:18])(=[O:14])=[O:15])=[CH:10][CH:9]=[C:8]([F:19])[C:3]=1[C:4]([OH:6])=[O:5]. The yield is 0.370. (8) The reactants are [C:1]([O:5][C:6]([N:8]1[CH2:13][CH2:12][C:11](=[C:14]([C:41]2[CH:46]=[CH:45][CH:44]=[CH:43][CH:42]=2)[C:15]2[O:16][C:17]([CH:20]3[CH2:23][N:22](C(OCC4C5C=CC=CC=5C5C4=CC=CC=5)=O)[CH2:21]3)=[N:18][N:19]=2)[CH2:10][CH2:9]1)=[O:7])([CH3:4])([CH3:3])[CH3:2].C(S)CCCCCC. The catalyst is C1COCC1.C1CCN2C(=NCCC2)CC1. The product is [C:1]([O:5][C:6]([N:8]1[CH2:9][CH2:10][C:11](=[C:14]([C:41]2[CH:46]=[CH:45][CH:44]=[CH:43][CH:42]=2)[C:15]2[O:16][C:17]([CH:20]3[CH2:21][NH:22][CH2:23]3)=[N:18][N:19]=2)[CH2:12][CH2:13]1)=[O:7])([CH3:4])([CH3:2])[CH3:3]. The yield is 0.740. (9) The reactants are CO[C:3]([C:5]1[O:9][N:8]=[C:7]([O:10][CH2:11][C:12]2[C:13]([C:19]3[CH:24]=[CH:23][C:22]([F:25])=[CH:21][CH:20]=3)=[N:14][O:15][C:16]=2[CH2:17][OH:18])[CH:6]=1)=[O:4].[F:26][C:27]([F:31])([F:30])[CH2:28][NH2:29]. No catalyst specified. The product is [F:26][C:27]([F:31])([F:30])[CH2:28][NH:29][C:3]([C:5]1[O:9][N:8]=[C:7]([O:10][CH2:11][C:12]2[C:13]([C:19]3[CH:24]=[CH:23][C:22]([F:25])=[CH:21][CH:20]=3)=[N:14][O:15][C:16]=2[CH2:17][OH:18])[CH:6]=1)=[O:4]. The yield is 0.210.